This data is from Full USPTO retrosynthesis dataset with 1.9M reactions from patents (1976-2016). The task is: Predict the reactants needed to synthesize the given product. (1) Given the product [F:1][C:2]1[CH:9]=[CH:8][CH:7]=[C:6]([F:10])[C:3]=1[CH2:4][O:11][C:12]1[CH:17]=[C:16]([CH3:18])[CH:15]=[CH:14][N:13]=1, predict the reactants needed to synthesize it. The reactants are: [F:1][C:2]1[CH:9]=[CH:8][CH:7]=[C:6]([F:10])[C:3]=1[CH2:4]Br.[OH:11][C:12]1[CH:17]=[C:16]([CH3:18])[CH:15]=[CH:14][N:13]=1. (2) Given the product [OH:2][C:3]1[C:12]2[O:11][CH2:10][CH2:9][C:8](=[O:13])[C:7]=2[CH:6]=[CH:5][CH:4]=1, predict the reactants needed to synthesize it. The reactants are: C[O:2][C:3]1[C:12]2[O:11][CH2:10][CH2:9][C:8](=[O:13])[C:7]=2[CH:6]=[CH:5][CH:4]=1.[Cl-].[Al+3].[Cl-].[Cl-].O. (3) Given the product [F:1][C:2]1[CH:3]=[CH:4][C:5]([CH:8]2[C:13]3=[N:14][NH:15][C:16](=[O:21])[C:17]4[CH:18]=[CH:19][CH:20]=[C:11]([C:12]=43)[NH:10][CH:9]2[C:22]2[CH:27]=[CH:26][C:25]([CH:28]3[CH2:32][CH2:31][CH2:30][NH:29]3)=[CH:24][CH:23]=2)=[CH:6][CH:7]=1, predict the reactants needed to synthesize it. The reactants are: [F:1][C:2]1[CH:7]=[CH:6][C:5]([CH:8]2[C:13]3=[N:14][NH:15][C:16](=[O:21])[C:17]4[CH:18]=[CH:19][CH:20]=[C:11]([C:12]=43)[NH:10][CH:9]2[C:22]2[CH:27]=[CH:26][C:25]([CH:28]3[CH2:32][CH2:31][CH2:30][N:29]3C(OCC3C=CC=CC=3)=O)=[CH:24][CH:23]=2)=[CH:4][CH:3]=1.